Dataset: Full USPTO retrosynthesis dataset with 1.9M reactions from patents (1976-2016). Task: Predict the reactants needed to synthesize the given product. (1) The reactants are: [N:1]([CH2:4][C:5]1[CH:6]=[C:7]([CH:39]=[CH:40][CH:41]=1)[C:8]([NH:10][C:11]1[CH:16]=[CH:15][C:14]([N:17]2[CH2:22][CH2:21][CH2:20][CH2:19][CH2:18]2)=[CH:13][C:12]=1[C:23]([NH:25]/[N:26]=[CH:27]/[C:28]1[CH:33]=[CH:32][C:31]([Cl:34])=[C:30]([C:35]([F:38])([F:37])[F:36])[CH:29]=1)=[O:24])=[O:9])=[N+:2]=[N-:3].[C:42]([OH:54])(=[O:53])[CH2:43][CH2:44][CH2:45][CH2:46][CH2:47][CH2:48][CH2:49][CH2:50][C:51]#[CH:52]. Given the product [Cl:34][C:31]1[CH:32]=[CH:33][C:28](/[CH:27]=[N:26]/[NH:25][C:23]([C:12]2[CH:13]=[C:14]([N:17]3[CH2:18][CH2:19][CH2:20][CH2:21][CH2:22]3)[CH:15]=[CH:16][C:11]=2[NH:10][C:8]([C:7]2[CH:6]=[C:5]([CH:41]=[CH:40][CH:39]=2)[CH2:4][N:1]2[CH:52]=[C:51]([CH2:50][CH2:49][CH2:48][CH2:47][CH2:46][CH2:45][CH2:44][CH2:43][C:42]([OH:54])=[O:53])[N:3]=[N:2]2)=[O:9])=[O:24])=[CH:29][C:30]=1[C:35]([F:38])([F:36])[F:37], predict the reactants needed to synthesize it. (2) The reactants are: C(OC(=O)[NH:7][CH2:8][CH2:9][NH:10][C:11](=[O:21])[CH:12]([C:14]1[CH:19]=[CH:18][C:17]([OH:20])=[CH:16][CH:15]=1)C)(C)(C)C.OC1C=CC(CC(O)=O)=CC=1.O1CCOCC1.[ClH:40]. Given the product [ClH:40].[NH2:7][CH2:8][CH2:9][NH:10][C:11](=[O:21])[CH2:12][C:14]1[CH:15]=[CH:16][C:17]([OH:20])=[CH:18][CH:19]=1, predict the reactants needed to synthesize it. (3) Given the product [CH3:20][N:2]([CH3:1])[C:3]([C:5]1[C:6]([CH2:24][CH:22]=[CH2:21])=[C:7]([OH:16])[C:8]2[N:9]([C:11]([CH3:15])=[C:12]([CH3:14])[N:13]=2)[CH:10]=1)=[O:4], predict the reactants needed to synthesize it. The reactants are: [CH3:1][N:2]([CH3:20])[C:3]([C:5]1[CH:6]=[C:7]([O:16]CC=C)[C:8]2[N:9]([C:11]([CH3:15])=[C:12]([CH3:14])[N:13]=2)[CH:10]=1)=[O:4].[CH3:21][C:22]([CH3:24])=O. (4) Given the product [CH:11]([C:8]1[N:6]2[N:7]=[C:2]([CH:14]=[CH2:15])[CH:3]=[CH:4][C:5]2=[N:10][N:9]=1)([CH3:13])[CH3:12], predict the reactants needed to synthesize it. The reactants are: Cl[C:2]1[CH:3]=[CH:4][C:5]2[N:6]([C:8]([CH:11]([CH3:13])[CH3:12])=[N:9][N:10]=2)[N:7]=1.[CH:14]([Sn](C=C)(C=C)C=C)=[CH2:15].[Cl-].[Li+]. (5) Given the product [CH3:1][O:2][CH2:3][CH2:4][N:5]1[CH:14]=[CH:13][C:12](=[O:11])[NH:8][C:6]1=[S:7], predict the reactants needed to synthesize it. The reactants are: [CH3:1][O:2][CH2:3][CH2:4][NH:5][C:6]([NH2:8])=[S:7].C([O:11][CH:12](OCC)[CH2:13][C:14](OCC)=O)C.C[O-].[Na+]. (6) Given the product [S:1](=[O:3])(=[O:2])([OH:5])[O-:4].[N+:6]([C:9]1[CH:15]=[CH:14][CH:13]=[CH:12][C:10]=1[N+:11]#[N:16])([O-:8])=[O:7], predict the reactants needed to synthesize it. The reactants are: [S:1](=[O:5])(=[O:4])([OH:3])[OH:2].[N+:6]([C:9]1[CH:15]=[CH:14][CH:13]=[CH:12][C:10]=1[NH2:11])([O-:8])=[O:7].[N:16]([O-])=O.[Na+].